Task: Binary Classification. Given a miRNA mature sequence and a target amino acid sequence, predict their likelihood of interaction.. Dataset: Experimentally validated miRNA-target interactions with 360,000+ pairs, plus equal number of negative samples (1) The miRNA is mmu-miR-496a-3p with sequence UGAGUAUUACAUGGCCAAUCUC. The protein sequence of the target gene is MAATLLAARGAGPAPAWGPEAFTPDWESREVSTGTTIMAVQFDGGVVLGADSRTTTGSYIANRVTDKLTPIHDRIFCCRSGSAADTQAVADAVTYQLGFHSIELNEPPLVHTAASLFKEMCYRYREDLMAGIIIAGWDPQEGGQVYSVPMGGMMVRQSFAIGGSGSSYIYGYVDATYREGMTKEECLQFTANALALAMERDGSSGGVIRLAAIAESGVERQVLLGDQIPKFAVATLPPA. Result: 0 (no interaction). (2) The protein sequence of the target gene is MEQPKGVDWTVIILTCQYKDSVQVFQRELEVRQKREQIPAGTLLLAVEDPEKRVGSGGATLNALLVAAEHLSARAGFTVVTSDVLHSAWILILHMGRDFPFDDCGRAFTCLPVENPEAPVEALVCNLDCLLDIMTYRLGPGSPPGVWVCSTDMLLSVPANPGISWDSFRGARVIALPGSPAYAQNHGVYLTDPQGLVLDIYYQGTEAEIQRCVRPDGRVPLVSGVVFFSVETAERLLATHVSPPLDACTYLGLDSGARPVQLSLFFDILHCMAENVTREDFLVGRPPELGQGDADVAGYL.... The miRNA is hsa-miR-95-3p with sequence UUCAACGGGUAUUUAUUGAGCA. Result: 0 (no interaction). (3) Result: 1 (interaction). The protein sequence of the target gene is MASAPAEAETRQRLLRTVKKEVKQIMEEAVTRKFVHEDSSHIISFCAAVEACVLHGLRRRAAGFLRSNKIAALFMKVGKNFPPAEDLSRKVQDLEQLIESARNQIQGLQENVRKLPKLPNLSPLAIKHLWIRTALFEKVLDKIVHYLVENSSKYYEKEALLMDPVDGPILASLLVGPCALEYTKMKTADHFWTDPSADELVQRHRIHSSHVRQDSPTKRPALCIQKRHSSGSMDDRPSLSARDYVESLHQNSRATLLYGKNNVLVQPRDDMEAVPGYLSLHQTADVMTLKWTPNQLMNGS.... The miRNA is hsa-miR-3187-3p with sequence UUGGCCAUGGGGCUGCGCGG. (4) The miRNA is hsa-let-7a-2-3p with sequence CUGUACAGCCUCCUAGCUUUCC. The protein sequence of the target gene is MVEEENIRVVRCGGSELNFRRAVFSADSKYIFCVSGDFVKVYSTVTEECVHILHGHRNLVTGIQLNPNNHLQLYSCSLDGTIKLWDYIDGILIKTFIVGCKLHALFTLAQAEDSVFVIVNKEKPDIFQLVSVKLPKSSSQEVEAKELSFVLDYINQSPKCIAFGNEGVYVAAVREFYLSVYFFKKKTTSRFTLSSSRNKKHAKNNFTCVACHPTEDCIASGHMDGKIRLWRNFYDDKKYTYTCLHWHHDMVMDLAFSVTGTSLLSGGRESVLVEWRDATEKNKEFLPRLGATIEHISVSP.... Result: 0 (no interaction).